Dataset: Full USPTO retrosynthesis dataset with 1.9M reactions from patents (1976-2016). Task: Predict the reactants needed to synthesize the given product. (1) Given the product [Cl:1][C:2]1[CH:7]=[CH:6][C:5]([C:8](=[O:18])[NH:9][CH2:10][C:11]2[CH:16]=[CH:15][CH:14]=[C:13]([Cl:17])[CH:12]=2)=[CH:4][C:3]=1[NH:19][C:20]([C:22]1[C:35](=[O:36])[NH:34][C:25]2[N:26]=[C:27]([N:40]3[CH2:39][C@H:38]4[O:45][C@H:42]([CH2:43][CH2:44]4)[CH2:41]3)[N:28]=[CH:29][C:24]=2[CH:23]=1)=[O:21], predict the reactants needed to synthesize it. The reactants are: [Cl:1][C:2]1[CH:7]=[CH:6][C:5]([C:8](=[O:18])[NH:9][CH2:10][C:11]2[CH:16]=[CH:15][CH:14]=[C:13]([Cl:17])[CH:12]=2)=[CH:4][C:3]=1[NH:19][C:20]([C:22]1[C:35](=[O:36])[NH:34][C:25]2[N:26]=[C:27](S(C)(=O)=O)[N:28]=[CH:29][C:24]=2[CH:23]=1)=[O:21].Cl.[C@@H:38]12[O:45][C@@H:42]([CH2:43][CH2:44]1)[CH2:41][NH:40][CH2:39]2.C(N(CC)CC)C. (2) Given the product [NH:41]1[C:42]2[CH:47]=[CH:46][CH:45]=[CH:44][C:43]=2[N:48]=[C:12]1[CH:11]([NH:10][C:8](=[O:9])[O:7][C:3]([CH3:6])([CH3:5])[CH3:4])[CH2:15][C:16]1[CH:21]=[CH:20][C:19]([O:22][CH3:23])=[CH:18][C:17]=1[F:24], predict the reactants needed to synthesize it. The reactants are: N#N.[C:3]([O:7][C:8]([NH:10][CH:11]([CH2:15][C:16]1[CH:21]=[CH:20][C:19]([O:22][CH3:23])=[CH:18][C:17]=1[F:24])[C:12](O)=O)=[O:9])([CH3:6])([CH3:5])[CH3:4].C(N1CCOCC1)C.CN(C(O[N:41]1N=[N:48][C:43]2[CH:44]=[CH:45][CH:46]=[CH:47][C:42]1=2)=[N+](C)C)C.[B-](F)(F)(F)F.C1(N)C(N)=CC=CC=1. (3) Given the product [CH2:1]([O:8][C:9]1[CH:14]=[CH:13][C:12]([N:15]2[C:19]([CH3:20])=[CH:18][CH:17]=[C:16]2[C:21]2[CH:22]=[CH:23][C:24]([O:27][C@H:29]([CH2:35][C:36]3[CH:37]=[CH:38][CH:39]=[CH:40][CH:41]=3)[C:30]([O:32][CH2:33][CH3:34])=[O:31])=[CH:25][CH:26]=2)=[CH:11][CH:10]=1)[CH2:2][CH2:3][CH2:4][CH2:5][CH2:6][CH3:7], predict the reactants needed to synthesize it. The reactants are: [CH2:1]([O:8][C:9]1[CH:14]=[CH:13][C:12]([N:15]2[C:19]([CH3:20])=[CH:18][CH:17]=[C:16]2[C:21]2[CH:26]=[CH:25][C:24]([OH:27])=[CH:23][CH:22]=2)=[CH:11][CH:10]=1)[CH2:2][CH2:3][CH2:4][CH2:5][CH2:6][CH3:7].O[C@@H:29]([CH2:35][C:36]1[CH:41]=[CH:40][CH:39]=[CH:38][CH:37]=1)[C:30]([O:32][CH2:33][CH3:34])=[O:31].C1(P(C2C=CC=CC=2)C2C=CC=CC=2)C=CC=CC=1.N(C(N1CCCCC1)=O)=NC(N1CCCCC1)=O. (4) Given the product [Cl:25][C:21]1[CH:20]=[C:19]([C@H:15]2[C@@H:16]([CH3:17])[N:29]([CH2:28][C:27]([F:31])([F:30])[F:26])[C:10](=[O:12])[C@@H:9]([NH:8][C:6](=[O:7])[O:5][CH2:1][CH2:4][CH2:32][CH3:33])[CH2:14]2)[CH:24]=[CH:23][CH:22]=1, predict the reactants needed to synthesize it. The reactants are: [C:1]([O:5][C:6]([NH:8][CH:9]([CH2:14][CH:15]([C:19]1[CH:24]=[CH:23][CH:22]=[C:21]([Cl:25])[CH:20]=1)[C:16](=O)[CH3:17])[C:10]([O:12]C)=O)=[O:7])([CH3:4])(C)C.[F:26][C:27]([F:31])([F:30])[CH2:28][NH2:29].[C:32](O)(=O)[CH3:33].C(O[BH-](OC(=O)C)OC(=O)C)(=O)C.[Na+].C(=O)([O-])[O-].[K+].[K+]. (5) Given the product [Cl:12][C:8]1[CH:7]=[C:6]2[C:11]([C:2]([NH:30][CH:20]([CH2:19][CH2:18][CH2:17][CH2:16][N:15]([CH2:31][CH3:32])[CH2:13][CH3:14])[CH2:21][CH2:22][CH2:23][CH2:24][N:25]([CH2:28][CH3:29])[CH2:26][CH3:27])=[CH:3][CH:4]=[N:5]2)=[CH:10][CH:9]=1, predict the reactants needed to synthesize it. The reactants are: Cl[C:2]1[C:11]2[C:6](=[CH:7][C:8]([Cl:12])=[CH:9][CH:10]=2)[N:5]=[CH:4][CH:3]=1.[CH2:13]([N:15]([CH2:31][CH3:32])[CH2:16][CH2:17][CH2:18][CH2:19][CH:20]([NH2:30])[CH2:21][CH2:22][CH2:23][CH2:24][N:25]([CH2:28][CH3:29])[CH2:26][CH3:27])[CH3:14].C([O-])(O)=O.[Na+]. (6) Given the product [Br:14][CH2:11][C:6]1[CH:7]=[CH:8][CH:9]=[CH:10][C:5]=1[S:2]([CH3:1])(=[O:4])=[O:3], predict the reactants needed to synthesize it. The reactants are: [CH3:1][S:2]([C:5]1[CH:10]=[CH:9][CH:8]=[CH:7][C:6]=1[CH2:11]O)(=[O:4])=[O:3].P(Br)(Br)[Br:14]. (7) Given the product [N:23]1([CH:16]([C:17]2[CH:22]=[CH:21][CH:20]=[CH:19][CH:18]=2)[CH:2]([O:1][S:40]([CH3:39])(=[O:42])=[O:41])[CH2:3][O:4][C:5](=[O:15])[C:6]2[CH:11]=[CH:10][C:9]([N+:12]([O-:14])=[O:13])=[CH:8][CH:7]=2)[C:31]2[C:26](=[CH:27][CH:28]=[CH:29][CH:30]=2)[CH:25]=[CH:24]1, predict the reactants needed to synthesize it. The reactants are: [OH:1][CH:2]([CH:16]([N:23]1[C:31]2[C:26](=[CH:27][CH:28]=[CH:29][CH:30]=2)[CH:25]=[CH:24]1)[C:17]1[CH:22]=[CH:21][CH:20]=[CH:19][CH:18]=1)[CH2:3][O:4][C:5](=[O:15])[C:6]1[CH:11]=[CH:10][C:9]([N+:12]([O-:14])=[O:13])=[CH:8][CH:7]=1.C(N(CC)CC)C.[CH3:39][S:40](Cl)(=[O:42])=[O:41]. (8) Given the product [CH3:1][O:2][C:3]1[N:4]=[C:5]2[C:10](=[CH:11][CH:12]=1)[N:9]=[CH:8][CH:7]=[C:6]2[NH:13][C:14]([N:16]1[CH2:21][CH2:20][N:19]([CH2:23][C:24](=[O:25])[C:26]2[CH:27]=[CH:28][C:29]3[O:34][CH2:33][C:32](=[O:35])[NH:31][C:30]=3[CH:36]=2)[CH2:18][CH2:17]1)=[O:15], predict the reactants needed to synthesize it. The reactants are: [CH3:1][O:2][C:3]1[N:4]=[C:5]2[C:10](=[CH:11][CH:12]=1)[N:9]=[CH:8][CH:7]=[C:6]2[NH:13][C:14]([N:16]1[CH2:21][CH2:20][NH:19][CH2:18][CH2:17]1)=[O:15].Cl[CH2:23][C:24]([C:26]1[CH:27]=[CH:28][C:29]2[O:34][CH2:33][C:32](=[O:35])[NH:31][C:30]=2[CH:36]=1)=[O:25].C(N(C(C)C)CC)(C)C.